From a dataset of Reaction yield outcomes from USPTO patents with 853,638 reactions. Predict the reaction yield, written as a fraction of the theoretical maximum amount of product (1.0 means a 100% yield; for example, 0.34 means a 34% yield). (1) The reactants are C(O[C:4]([N:6]=[C:7]=[S:8])=[O:5])C.[CH2:9]([O:11][C:12]([CH3:24])([CH3:23])[CH2:13][NH:14][C:15]1[N:16]=[CH:17][NH:18][C:19]=1C(N)=O)[CH3:10]. The catalyst is C(Cl)Cl. The product is [CH2:9]([O:11][C:12]([CH3:23])([CH3:24])[CH2:13][N:14]1[C:15]2[N:16]=[CH:17][NH:18][C:19]=2[C:4](=[O:5])[NH:6][C:7]1=[S:8])[CH3:10]. The yield is 0.470. (2) The reactants are [CH3:1][C:2]1[O:6][C:5]([CH2:7][CH2:8][C@@:9]2([C:33]3[CH:38]=[CH:37][CH:36]=[CH:35][CH:34]=3)[O:14][C:13](=[O:15])[N:12]([C@H:16]([C:18]3[CH:23]=[CH:22][C:21](B4OC(C)(C)C(C)(C)O4)=[CH:20][CH:19]=3)[CH3:17])[CH2:11][CH2:10]2)=[N:4][N:3]=1.I[C:40]1[CH:45]=[CH:44][N:43]([CH3:46])[C:42](=[O:47])[CH:41]=1.C([O-])([O-])=O.[Cs+].[Cs+]. The catalyst is O1CCOCC1. The product is [CH3:1][C:2]1[O:6][C:5]([CH2:7][CH2:8][C@@:9]2([C:33]3[CH:38]=[CH:37][CH:36]=[CH:35][CH:34]=3)[O:14][C:13](=[O:15])[N:12]([C@H:16]([C:18]3[CH:19]=[CH:20][C:21]([C:40]4[CH:45]=[CH:44][N:43]([CH3:46])[C:42](=[O:47])[CH:41]=4)=[CH:22][CH:23]=3)[CH3:17])[CH2:11][CH2:10]2)=[N:4][N:3]=1. The yield is 0.418. (3) The reactants are CS(C1C=CC(N2CCCC2)=C(C=1)C(O)=O)(=O)=O.Cl[C:20]1[CH:28]=[CH:27][C:26]([S:29](=[O:33])(=[O:32])[NH:30][CH3:31])=[CH:25][C:21]=1[C:22]([OH:24])=[O:23].[NH:34]1[CH2:38][CH2:37][CH:36]([CH2:39][OH:40])[CH2:35]1. No catalyst specified. The product is [OH:40][CH2:39][CH:36]1[CH2:37][CH2:38][N:34]([C:20]2[CH:28]=[CH:27][C:26]([S:29](=[O:33])(=[O:32])[NH:30][CH3:31])=[CH:25][C:21]=2[C:22]([OH:24])=[O:23])[CH2:35]1. The yield is 0.250. (4) The reactants are [N+:1]([O-:4])([OH:3])=[O:2].C(OC(=O)C)(=O)C.[OH:12][CH2:13][C:14]([CH3:18])([CH2:16]O)[CH3:15].CCCCCC. The catalyst is C1COCC1.CCOC(C)=O. The product is [CH3:15][C:14]([CH3:18])([CH2:16][O:2][N+:1]([O-:4])=[O:3])[CH2:13][OH:12]. The yield is 0.880. (5) The reactants are Cl.[CH2:2]1[NH:7][CH2:6][CH2:5][N:4]2[C:8](=[O:11])[CH2:9][CH2:10][CH:3]12.[C:12]([O:16][C:17](O[C:17]([O:16][C:12]([CH3:15])([CH3:14])[CH3:13])=[O:18])=[O:18])([CH3:15])([CH3:14])[CH3:13].C(N(CC)CC)C. The catalyst is C(Cl)Cl. The product is [O:11]=[C:8]1[N:4]2[CH2:5][CH2:6][N:7]([C:17]([O:16][C:12]([CH3:15])([CH3:14])[CH3:13])=[O:18])[CH2:2][CH:3]2[CH2:10][CH2:9]1. The yield is 0.850. (6) The reactants are [CH3:1][O:2][C:3]1[C:4]([CH3:32])=[C:5]([C:23]([O:30][CH3:31])=[C:24]([O:28][CH3:29])[C:25]=1[O:26][CH3:27])[CH2:6][C:7]1[CH:8]=[CH:9][C:10]([O:15][CH2:16][C:17]2[CH:22]=[CH:21][CH:20]=[CH:19][CH:18]=2)=[C:11]([CH:14]=1)[CH:12]=[O:13].P([O-])(O)(O)=[O:34].[Na+].Cl[O-].[Na+].OO. The catalyst is C(#N)C.O. The product is [CH3:1][O:2][C:3]1[C:4]([CH3:32])=[C:5]([C:23]([O:30][CH3:31])=[C:24]([O:28][CH3:29])[C:25]=1[O:26][CH3:27])[CH2:6][C:7]1[CH:8]=[CH:9][C:10]([O:15][CH2:16][C:17]2[CH:22]=[CH:21][CH:20]=[CH:19][CH:18]=2)=[C:11]([CH:14]=1)[C:12]([OH:34])=[O:13]. The yield is 0.900. (7) The reactants are B(OS(C(F)(F)F)(=O)=O)(CCCC)CCCC.[CH:18]([C@H:21]1[CH2:25][O:24][C:23](=[O:26])[N:22]1[C:27](=[O:36])[CH2:28][CH2:29][C:30]1[CH:35]=[CH:34][CH:33]=[CH:32][CH:31]=1)([CH3:20])[CH3:19].CCN(C(C)C)C(C)C.[CH2:46]([O:53][C@H:54]1[CH2:58][N:57]([C:59]([O:61][C:62]([CH3:65])([CH3:64])[CH3:63])=[O:60])[C@H:56]([CH:66]=[O:67])[CH2:55]1)[C:47]1[CH:52]=[CH:51][CH:50]=[CH:49][CH:48]=1.P([O-])([O-])([O-])=O.OO. The catalyst is C(Cl)Cl. The product is [CH2:29]([C@H:28]([C:27]([N:22]1[C@@H:21]([CH:18]([CH3:20])[CH3:19])[CH2:25][O:24][C:23]1=[O:26])=[O:36])[C@@H:66]([CH:56]1[CH2:55][C@@H:54]([O:53][CH2:46][C:47]2[CH:48]=[CH:49][CH:50]=[CH:51][CH:52]=2)[CH2:58][N:57]1[C:59]([O:61][C:62]([CH3:65])([CH3:64])[CH3:63])=[O:60])[OH:67])[C:30]1[CH:31]=[CH:32][CH:33]=[CH:34][CH:35]=1. The yield is 0.650.